Binary Classification. Given a drug SMILES string, predict its activity (active/inactive) in a high-throughput screening assay against a specified biological target. From a dataset of Cav3 T-type calcium channel HTS with 100,875 compounds. The drug is o1c(c2nc(NCCN)c(c3CCCCc23)C#N)ccc1. The result is 0 (inactive).